Dataset: Full USPTO retrosynthesis dataset with 1.9M reactions from patents (1976-2016). Task: Predict the reactants needed to synthesize the given product. (1) Given the product [Cl:1][C:2]1[C:3]([N:20]2[CH2:25][CH2:24][O:23][CH2:22][CH2:21]2)=[C:4]2[NH:10][C:9]([C:11]3[CH:12]=[CH:13][C:14]([O:17][CH2:18][CH2:19][N:20]4[CH2:21][CH2:22][O:23][CH2:24][CH2:25]4)=[CH:15][CH:16]=3)=[N:8][C:5]2=[N:6][CH:7]=1, predict the reactants needed to synthesize it. The reactants are: [Cl:1][C:2]1[C:3](Cl)=[C:4]2[N:10]=[C:9]([C:11]3[CH:16]=[CH:15][C:14]([O:17][CH2:18][CH2:19][N:20]4[CH2:25][CH2:24][O:23][CH2:22][CH2:21]4)=[CH:13][CH:12]=3)[NH:8][C:5]2=[N:6][CH:7]=1. (2) Given the product [Cl:1][C:2]1[CH:3]=[N:4][C:5]([NH:11][C:12]2[CH:13]=[N:14][CH:15]=[CH:16][CH:17]=2)=[C:6]([CH:10]=1)[C:7]([NH:23][C:19]([CH3:20])([C:21]#[CH:22])[CH3:18])=[O:9], predict the reactants needed to synthesize it. The reactants are: [Cl:1][C:2]1[CH:3]=[N:4][C:5]([NH:11][C:12]2[CH:13]=[N:14][CH:15]=[CH:16][CH:17]=2)=[C:6]([CH:10]=1)[C:7]([OH:9])=O.[CH3:18][C:19]([NH2:23])([C:21]#[CH:22])[CH3:20].C1C=CC2N(O)N=NC=2C=1.CCN=C=NCCCN(C)C.CCN(C(C)C)C(C)C.